Dataset: Reaction yield outcomes from USPTO patents with 853,638 reactions. Task: Predict the reaction yield, written as a fraction of the theoretical maximum amount of product (1.0 means a 100% yield; for example, 0.34 means a 34% yield). (1) The reactants are Cl[C:2]1[C:7]([N+:8]([O-:10])=[O:9])=[CH:6][N:5]=[C:4]2[CH2:11][CH2:12][CH2:13][C:3]=12.[CH3:14][C@H:15]1[CH2:20][NH:19][CH2:18][C@@H:17]([NH:21][C:22](=[O:28])[O:23][C:24]([CH3:27])([CH3:26])[CH3:25])[CH2:16]1.C(N(CC)CC)C. The catalyst is C(O)(C)C. The product is [CH3:14][C@H:15]1[CH2:20][N:19]([C:2]2[C:7]([N+:8]([O-:10])=[O:9])=[CH:6][N:5]=[C:4]3[CH2:11][CH2:12][CH2:13][C:3]=23)[CH2:18][C@@H:17]([NH:21][C:22](=[O:28])[O:23][C:24]([CH3:27])([CH3:26])[CH3:25])[CH2:16]1. The yield is 1.00. (2) The reactants are [CH2:1]([O:8][P:9]([O:19][CH2:20][CH2:21][N:22]1[C:31]2[C:26](=[CH:27][C:28]([C:32]3[CH:33]=[N:34][C:35]([NH:47][C:48](=[O:52])[NH:49][CH2:50][CH3:51])=[CH:36][C:37]=3[C:38]3[S:39][CH:40]=[C:41]([C:43]([F:46])([F:45])[F:44])[N:42]=3)=[CH:29][N:30]=2)[C:25](=[O:53])[C:24]([C:54]([O:56]CC)=[O:55])=[CH:23]1)([O:11][CH2:12][C:13]1[CH:18]=[CH:17][CH:16]=[CH:15][CH:14]=1)=[O:10])[C:2]1[CH:7]=[CH:6][CH:5]=[CH:4][CH:3]=1. The catalyst is C(O)C.[OH-].[K+]. The product is [CH2:12]([O:11][P:9]([O:19][CH2:20][CH2:21][N:22]1[C:31]2[C:26](=[CH:27][C:28]([C:32]3[CH:33]=[N:34][C:35]([NH:47][C:48](=[O:52])[NH:49][CH2:50][CH3:51])=[CH:36][C:37]=3[C:38]3[S:39][CH:40]=[C:41]([C:43]([F:46])([F:45])[F:44])[N:42]=3)=[CH:29][N:30]=2)[C:25](=[O:53])[C:24]([C:54]([OH:56])=[O:55])=[CH:23]1)([O:8][CH2:1][C:2]1[CH:7]=[CH:6][CH:5]=[CH:4][CH:3]=1)=[O:10])[C:13]1[CH:18]=[CH:17][CH:16]=[CH:15][CH:14]=1. The yield is 0.840.